The task is: Predict the product of the given reaction.. This data is from Forward reaction prediction with 1.9M reactions from USPTO patents (1976-2016). (1) Given the reactants [Cl:1][C:2]1[CH:7]=[CH:6][CH:5]=[CH:4][C:3]=1[N:8]1[C:16](=[O:17])[C:15]2[C@@H:14]3[C:18]([CH3:20])([CH3:19])[C@@:11]([CH3:21])([CH2:12][CH2:13]3)[C:10]=2[NH:9]1.[CH3:22]I, predict the reaction product. The product is: [Cl:1][C:2]1[CH:7]=[CH:6][CH:5]=[CH:4][C:3]=1[N:8]1[C:16](=[O:17])[C:15]2[C@@H:14]3[C:18]([CH3:20])([CH3:19])[C@@:11]([CH3:21])([CH2:12][CH2:13]3)[C:10]=2[N:9]1[CH3:22]. (2) Given the reactants [O:1]1[CH2:5][CH2:4][CH:3]([CH2:6][NH:7][C@H:8]2[CH2:12][CH2:11][N:10]([C:13]([O:15][C:16]([CH3:19])([CH3:18])[CH3:17])=[O:14])[CH2:9]2)[CH2:2]1.[F:20][C:21]([F:31])([F:30])[C:22]1[CH:29]=[CH:28][CH:27]=[CH:26][C:23]=1[CH:24]=O.C(O[BH-](OC(=O)C)OC(=O)C)(=O)C.[Na+], predict the reaction product. The product is: [O:1]1[CH2:5][CH2:4][CH:3]([CH2:6][N:7]([CH2:24][C:23]2[CH:26]=[CH:27][CH:28]=[CH:29][C:22]=2[C:21]([F:20])([F:30])[F:31])[C@H:8]2[CH2:12][CH2:11][N:10]([C:13]([O:15][C:16]([CH3:19])([CH3:18])[CH3:17])=[O:14])[CH2:9]2)[CH2:2]1.